This data is from Catalyst prediction with 721,799 reactions and 888 catalyst types from USPTO. The task is: Predict which catalyst facilitates the given reaction. (1) Reactant: [I:1][C:2]1[C:6]([C:7](O)=[O:8])=[CH:5][N:4]([CH:10]2[CH2:15][CH2:14][CH2:13][CH2:12][O:11]2)[N:3]=1.B.C1COCC1. Product: [I:1][C:2]1[C:6]([CH2:7][OH:8])=[CH:5][N:4]([CH:10]2[CH2:15][CH2:14][CH2:13][CH2:12][O:11]2)[N:3]=1. The catalyst class is: 425. (2) Reactant: C(N(CC)C(C)C)(C)C.[NH2:10][C:11]1([CH3:35])[CH2:16][CH2:15][N:14]([C:17](=[O:34])[C:18]([NH:20][CH2:21][CH:22]2[CH:29]3[CH:25]([O:26][C:27]([CH3:31])([CH3:30])[O:28]3)[CH:24]([O:32][CH3:33])[O:23]2)=[O:19])[CH2:13][CH2:12]1.Cl[CH2:37][C:38]([N:40]1[CH2:44][CH2:43][CH2:42][C@H:41]1[C:45]#[N:46])=[O:39].O. Product: [C:45]([CH:41]1[CH2:42][CH2:43][CH2:44][N:40]1[C:38](=[O:39])[CH2:37][NH:10][C:11]1([CH3:35])[CH2:12][CH2:13][N:14]([C:17](=[O:34])[C:18]([NH:20][CH2:21][CH:22]2[CH:29]3[CH:25]([O:26][C:27]([CH3:30])([CH3:31])[O:28]3)[CH:24]([O:32][CH3:33])[O:23]2)=[O:19])[CH2:15][CH2:16]1)#[N:46]. The catalyst class is: 9. (3) Reactant: C(N(C(C)C)C(C)C)C.Cl[CH2:11][O:12][CH3:13].[Br:14][C:15]1[C:16]([CH3:29])=[C:17]([CH3:28])[C:18]2[O:22][C:21]([CH2:24][OH:25])([CH3:23])[CH2:20][C:19]=2[C:26]=1[CH3:27].O.C(=O)(O)[O-].[Na+]. Product: [Br:14][C:15]1[C:16]([CH3:29])=[C:17]([CH3:28])[C:18]2[O:22][C:21]([CH2:24][O:25][CH2:11][O:12][CH3:13])([CH3:23])[CH2:20][C:19]=2[C:26]=1[CH3:27]. The catalyst class is: 1. (4) Reactant: CN(C)C=O.Br[CH2:7][CH2:8][CH2:9][CH2:10][O:11][C:12]1[C:21]([CH2:22][CH2:23][CH3:24])=[C:20]2[C:15]([C:16]([C:26]([F:29])([F:28])[F:27])=[CH:17][C:18](=[O:25])[O:19]2)=[CH:14][CH:13]=1.C(=O)([O-])[O-].[K+].[K+].[O:36]1[CH2:41][CH2:40][O:39][C:38]2[CH:42]=[C:43]([C:46]3([CH3:53])[NH:50][C:49](=[O:51])[NH:48][C:47]3=[O:52])[CH:44]=[CH:45][C:37]1=2. Product: [O:36]1[CH2:41][CH2:40][O:39][C:38]2[CH:42]=[C:43]([C:46]3([CH3:53])[NH:50][C:49](=[O:51])[N:48]([CH2:7][CH2:8][CH2:9][CH2:10][O:11][C:12]4[C:21]([CH2:22][CH2:23][CH3:24])=[C:20]5[C:15]([C:16]([C:26]([F:29])([F:28])[F:27])=[CH:17][C:18](=[O:25])[O:19]5)=[CH:14][CH:13]=4)[C:47]3=[O:52])[CH:44]=[CH:45][C:37]1=2. The catalyst class is: 6. (5) Reactant: [CH3:1][C:2]1[CH:7]=[C:6](B2OC(C)(C)C(C)(C)O2)[CH:5]=[CH:4][N:3]=1.Br[C:18]1[CH:23]=[CH:22][C:21]([N:24]2[CH2:29][C@H:28]([CH3:30])[O:27][C@H:26]([CH3:31])[CH2:25]2)=[CH:20][C:19]=1[C:32]1[CH:36]=[CH:35][O:34][C:33]=1[CH3:37].O.C(=O)([O-])[O-].[Na+].[Na+]. Product: [CH3:30][C@H:28]1[O:27][C@@H:26]([CH3:31])[CH2:25][N:24]([C:21]2[CH:22]=[CH:23][C:18]([C:6]3[CH:5]=[CH:4][N:3]=[C:2]([CH3:1])[CH:7]=3)=[C:19]([C:32]3[CH:36]=[CH:35][O:34][C:33]=3[CH3:37])[CH:20]=2)[CH2:29]1. The catalyst class is: 77.